Regression. Given a peptide amino acid sequence and an MHC pseudo amino acid sequence, predict their binding affinity value. This is MHC class I binding data. From a dataset of Peptide-MHC class I binding affinity with 185,985 pairs from IEDB/IMGT. (1) The peptide sequence is SWHHTSDDF. The MHC is HLA-B15:17 with pseudo-sequence HLA-B15:17. The binding affinity (normalized) is 0.0847. (2) The peptide sequence is ISVNNVCHMY. The MHC is HLA-B44:03 with pseudo-sequence HLA-B44:03. The binding affinity (normalized) is 0.165. (3) The peptide sequence is IAVSVYGAI. The MHC is HLA-A02:01 with pseudo-sequence HLA-A02:01. The binding affinity (normalized) is 0.373. (4) The peptide sequence is FHIVNQESL. The MHC is HLA-A03:01 with pseudo-sequence HLA-A03:01. The binding affinity (normalized) is 0.0847.